This data is from Reaction yield outcomes from USPTO patents with 853,638 reactions. The task is: Predict the reaction yield, written as a fraction of the theoretical maximum amount of product (1.0 means a 100% yield; for example, 0.34 means a 34% yield). (1) The reactants are [Cl:1][CH2:2][C:3]1[CH:8]=[CH:7][C:6]([O:9][CH2:10][CH2:11][O:12][CH3:13])=[C:5]([N+:14]([O-])=O)[CH:4]=1.[CH3:17][NH:18][CH3:19].C(=O)([O-])O.[Na+].[ClH:25].C(OCC)(=O)C. The catalyst is C1COCC1.C(OCC)(=O)C. The product is [ClH:1].[ClH:25].[NH2:14][C:5]1[CH:4]=[C:3]([CH2:2][N:18]([CH3:19])[CH3:17])[CH:8]=[CH:7][C:6]=1[O:9][CH2:10][CH2:11][O:12][CH3:13]. The yield is 0.690. (2) The reactants are Cl[C:2]1[CH:7]=[N:6][CH:5]=[C:4]([Cl:8])[N:3]=1.[CH:9]([NH2:12])([CH3:11])[CH3:10].CCN(CC)CC. The catalyst is C1COCC1. The product is [Cl:8][C:4]1[N:3]=[C:2]([NH:12][CH:9]([CH3:11])[CH3:10])[CH:7]=[N:6][CH:5]=1. The yield is 0.525. (3) The yield is 0.890. The reactants are [CH3:1]/[C:2](=[CH:5]\[C:6]1[CH:11]=[CH:10][C:9]([CH3:12])=[CH:8][CH:7]=1)/[CH:3]=[O:4].[H-].[Al+3].[Li+].[H-].[H-].[H-].S([O-])([O-])(=O)=O.[Na+].[Na+]. The catalyst is C1COCC1. The product is [CH3:1]/[C:2](=[CH:5]\[C:6]1[CH:7]=[CH:8][C:9]([CH3:12])=[CH:10][CH:11]=1)/[CH2:3][OH:4].